Dataset: Full USPTO retrosynthesis dataset with 1.9M reactions from patents (1976-2016). Task: Predict the reactants needed to synthesize the given product. Given the product [CH3:1][O:2][C:3](=[O:12])[C:4]1[CH:5]=[C:6]([OH:11])[CH:7]=[C:8]([O:10][CH2:17][CH:16]=[CH2:15])[CH:9]=1, predict the reactants needed to synthesize it. The reactants are: [CH3:1][O:2][C:3](=[O:12])[C:4]1[CH:9]=[C:8]([OH:10])[CH:7]=[C:6]([OH:11])[CH:5]=1.[H-].[Na+].[CH2:15](Br)[CH:16]=[CH2:17].[NH4+].[Cl-].